From a dataset of Full USPTO retrosynthesis dataset with 1.9M reactions from patents (1976-2016). Predict the reactants needed to synthesize the given product. (1) Given the product [C:23]([Si:27]([CH3:80])([CH3:79])[O:28][C@@H:29]1[C@@:33]([CH:53]([NH:54][CH2:55][C:56]2[CH:61]=[CH:60][CH:59]=[CH:58][CH:57]=2)[NH:62][CH2:63][C:64]2[CH:65]=[CH:66][CH:67]=[CH:68][CH:69]=2)([CH2:34][O:35][Si:36]([C:49]([CH3:52])([CH3:51])[CH3:50])([C:43]2[CH:48]=[CH:47][CH:46]=[CH:45][CH:44]=2)[C:37]2[CH:38]=[CH:39][CH:40]=[CH:41][CH:42]=2)[O:32][C@@H:31]([N:70]2[CH:78]=[CH:76][C:74](=[O:75])[NH:73][C:71]2=[O:72])[CH2:30]1)([CH3:24])([CH3:25])[CH3:26], predict the reactants needed to synthesize it. The reactants are: C(N)(C1C=CC=CC=1)C1C=CC=CC=1.C(O)(=O)C.[BH3-]C#N.[Na+].[C:23]([Si:27]([CH3:80])([CH3:79])[O:28][C@@H:29]1[C@@:33]([CH:53]([NH:62][CH2:63][C:64]2[CH:69]=[CH:68][CH:67]=[CH:66][CH:65]=2)[NH:54][CH2:55][C:56]2[CH:61]=[CH:60][CH:59]=[CH:58][CH:57]=2)([CH2:34][O:35][Si:36]([C:49]([CH3:52])([CH3:51])[CH3:50])([C:43]2[CH:48]=[CH:47][CH:46]=[CH:45][CH:44]=2)[C:37]2[CH:42]=[CH:41][CH:40]=[CH:39][CH:38]=2)[O:32][C@@H:31]([N:70]2[CH:78]=[C:76](C)[C:74](=[O:75])[NH:73][C:71]2=[O:72])[CH2:30]1)([CH3:26])([CH3:25])[CH3:24]. (2) Given the product [CH3:14][C:12]1[NH:7][C:6]2[C:5]([CH:11]=1)=[C:4]([N+:1]([O-:3])=[O:2])[CH:10]=[CH:9][CH:8]=2, predict the reactants needed to synthesize it. The reactants are: [N+:1]([C:4]1[CH:5]=[C:6]([CH:8]=[CH:9][CH:10]=1)[NH2:7])([O-:3])=[O:2].[CH3:11][C:12]([CH3:14])=O.CC(C)([O-])C.[K+]. (3) Given the product [C:66]([Si:63]([CH3:65])([CH3:64])[O:70][CH2:71][CH2:72][N:73]1[CH:77]=[CH:76][C:75]([NH:78][C:30]([CH:20]2[NH:19][CH:18]([CH2:33][C:34]([CH3:37])([CH3:36])[CH3:35])[C:17]3([C:12]4[C:11](=[CH:10][C:9]([Cl:8])=[CH:14][CH:13]=4)[NH:15][C:16]3=[O:38])[CH:21]2[C:22]2[CH:27]=[CH:26][CH:25]=[C:24]([Cl:28])[C:23]=2[F:29])=[O:32])=[N:74]1)([CH3:69])([CH3:68])[CH3:67], predict the reactants needed to synthesize it. The reactants are: FC(F)(F)C(O)=O.[Cl:8][C:9]1[CH:14]=[C:13]2[NH:15][C:16](=[O:38])[C:17]3([CH:21]([C:22]4[CH:27]=[CH:26][CH:25]=[C:24]([Cl:28])[C:23]=4[F:29])[CH:20]([C:30]([OH:32])=O)[NH:19][CH:18]3[CH2:33][C:34]([CH3:37])([CH3:36])[CH3:35])[C:12]2=[CH:11][CH:10]=1.C(N(C(C)C)CC)(C)C.C1(P(Cl)(C2C=CC=CC=2)=O)C=CC=CC=1.[Si:63]([O:70][CH2:71][CH2:72][N:73]1[CH:77]=[CH:76][C:75]([NH2:78])=[N:74]1)([C:66]([CH3:69])([CH3:68])[CH3:67])([CH3:65])[CH3:64]. (4) Given the product [CH3:12][NH:14][CH2:15][C:16]1[CH:40]=[CH:39][C:19]([NH:20][C:21]([C:23]2[C:24]([C:29]3[CH:30]=[CH:31][C:32]([C:35]([F:36])([F:37])[F:38])=[CH:33][CH:34]=3)=[CH:25][CH:26]=[CH:27][CH:28]=2)=[O:22])=[CH:18][CH:17]=1, predict the reactants needed to synthesize it. The reactants are: [H-].[Al+3].[Li+].[H-].[H-].[H-].C(O[C:12]([NH:14][CH2:15][C:16]1[CH:40]=[CH:39][C:19]([NH:20][C:21]([C:23]2[CH:28]=[CH:27][CH:26]=[CH:25][C:24]=2[C:29]2[CH:34]=[CH:33][C:32]([C:35]([F:38])([F:37])[F:36])=[CH:31][CH:30]=2)=[O:22])=[CH:18][CH:17]=1)=O)(C)(C)C.[F-].[Na+].O. (5) Given the product [Br:1][C:2]1[CH:3]=[CH:4][C:5]([C:8]([N:29]2[CH2:28][CH2:27][C:25]3[N:26]=[C:21]([NH:20][CH:12]4[CH2:11][C:19]5[C:14](=[CH:15][CH:16]=[CH:17][CH:18]=5)[CH2:13]4)[N:22]=[CH:23][C:24]=3[CH2:30]2)=[O:10])=[N:6][CH:7]=1, predict the reactants needed to synthesize it. The reactants are: [Br:1][C:2]1[CH:3]=[CH:4][C:5]([C:8]([OH:10])=O)=[N:6][CH:7]=1.[CH2:11]1[C:19]2[C:14](=[CH:15][CH:16]=[CH:17][CH:18]=2)[CH2:13][CH:12]1[NH:20][C:21]1[N:22]=[CH:23][C:24]2[CH2:30][NH:29][CH2:28][CH2:27][C:25]=2[N:26]=1.Cl.CN(C)CCCN=C=NCC.N1C=CC(N)=CC=1. (6) Given the product [F:1][C:2]1[CH:3]=[CH:4][C:5]([CH3:34])=[C:6]([CH:33]=1)[CH2:7][NH:8][C:9]([C@@H:11]1[C:15]([CH3:17])([CH3:16])[S:14][CH2:13][N:12]1[C:18](=[O:32])[C@@H:19]([OH:31])[C@@H:20]([NH:30][C:42](=[O:43])[C:41]1[CH:45]=[CH:46][CH:47]=[C:39]([OH:38])[C:40]=1[CH3:48])[CH2:21][C:22]1[CH:23]=[CH:24][C:25]([O:28][CH3:29])=[CH:26][CH:27]=1)=[O:10], predict the reactants needed to synthesize it. The reactants are: [F:1][C:2]1[CH:3]=[CH:4][C:5]([CH3:34])=[C:6]([CH:33]=1)[CH2:7][NH:8][C:9]([C@@H:11]1[C:15]([CH3:17])([CH3:16])[S:14][CH2:13][N:12]1[C:18](=[O:32])[C@@H:19]([OH:31])[C@@H:20]([NH2:30])[CH2:21][C:22]1[CH:27]=[CH:26][C:25]([O:28][CH3:29])=[CH:24][CH:23]=1)=[O:10].C([O:38][C:39]1[C:40]([CH3:48])=[C:41]([CH:45]=[CH:46][CH:47]=1)[C:42](O)=[O:43])(=O)C.